From a dataset of Forward reaction prediction with 1.9M reactions from USPTO patents (1976-2016). Predict the product of the given reaction. (1) Given the reactants [CH2:1]([O:3][C:4]([C:6]1[CH:7]=[N:8][C:9]2[C:14]([C:15]=1O)=[CH:13][C:12]([C:17]1([C:22]3[CH:27]=[CH:26][C:25]([Cl:28])=[CH:24][CH:23]=3)[O:21][CH2:20][CH2:19][O:18]1)=[CH:11][CH:10]=2)=[O:5])[CH3:2].P(Cl)(Cl)([Cl:31])=O, predict the reaction product. The product is: [CH2:1]([O:3][C:4]([C:6]1[CH:7]=[N:8][C:9]2[C:14]([C:15]=1[Cl:31])=[CH:13][C:12]([C:17]1([C:22]3[CH:23]=[CH:24][C:25]([Cl:28])=[CH:26][CH:27]=3)[O:18][CH2:19][CH2:20][O:21]1)=[CH:11][CH:10]=2)=[O:5])[CH3:2]. (2) Given the reactants [OH:1][C:2]1[CH:7]=[CH:6][N:5]=[CH:4][CH:3]=1.[CH2:8]1[O:10][CH:9]1[CH2:11]O.C1(P(C2C=CC=CC=2)C2C=CC=CC=2)C=CC=CC=1.N(C(OCC)=O)=NC(OCC)=O, predict the reaction product. The product is: [O:10]1[CH2:8][CH:9]1[CH2:11][O:1][C:2]1[CH:7]=[CH:6][N:5]=[CH:4][CH:3]=1.